From a dataset of Full USPTO retrosynthesis dataset with 1.9M reactions from patents (1976-2016). Predict the reactants needed to synthesize the given product. Given the product [Cl:10][C:8]1[CH:7]=[CH:6][C:5]([O:11][CH2:12][CH2:13][CH2:14][N:15]2[CH2:20][CH2:19][C:18]([CH2:22][C:23]3[CH:28]=[CH:27][C:26]([Cl:29])=[CH:25][CH:24]=3)([OH:21])[C:17]([CH3:31])([CH3:30])[CH2:16]2)=[C:4]([CH:9]=1)[C:3]([NH2:33])=[O:2], predict the reactants needed to synthesize it. The reactants are: C[O:2][C:3](=O)[C:4]1[CH:9]=[C:8]([Cl:10])[CH:7]=[CH:6][C:5]=1[O:11][CH2:12][CH2:13][CH2:14][N:15]1[CH2:20][CH2:19][C:18]([CH2:22][C:23]2[CH:28]=[CH:27][C:26]([Cl:29])=[CH:25][CH:24]=2)([OH:21])[C:17]([CH3:31])([CH3:30])[CH2:16]1.[NH3:33].